From a dataset of Forward reaction prediction with 1.9M reactions from USPTO patents (1976-2016). Predict the product of the given reaction. (1) Given the reactants [CH3:1][CH:2]([CH3:36])[C@H:3]([NH:31][C:32](=[O:35])[O:33][CH3:34])[C:4](=[O:30])[N:5]1[CH2:9][CH2:8][CH2:7][C@H:6]1[C:10]1[NH:11][C:12]([C:15]2[CH:20]=[CH:19][C:18](B3OC(C)(C)C(C)(C)O3)=[CH:17][CH:16]=2)=[CH:13][N:14]=1.Br[C:38]1[CH:39]=[C:40]2[C:63](=[CH:64][CH:65]=1)[C:44]1[NH:45][C:46]([C@@H:48]3[CH2:52][C@H:51]([CH2:53][O:54][CH3:55])[CH2:50][N:49]3[C:56]([O:58][C:59]([CH3:62])([CH3:61])[CH3:60])=[O:57])=[N:47][C:43]=1[CH:42]=[CH:41]2.C([O-])([O-])=O.[K+].[K+], predict the reaction product. The product is: [CH3:34][O:33][C:32]([NH:31][C@@H:3]([CH:2]([CH3:36])[CH3:1])[C:4]([N:5]1[CH2:9][CH2:8][CH2:7][C@H:6]1[C:10]1[NH:11][C:12]([C:15]2[CH:16]=[CH:17][C:18]([C:38]3[CH:39]=[C:40]4[C:63](=[CH:64][CH:65]=3)[C:44]3[NH:45][C:46]([C@@H:48]5[CH2:52][C@H:51]([CH2:53][O:54][CH3:55])[CH2:50][N:49]5[C:56]([O:58][C:59]([CH3:62])([CH3:60])[CH3:61])=[O:57])=[N:47][C:43]=3[CH:42]=[CH:41]4)=[CH:19][CH:20]=2)=[CH:13][N:14]=1)=[O:30])=[O:35]. (2) Given the reactants [CH3:1][O:2][CH2:3][CH2:4][OH:5].CC(C)([O-])C.[K+].[Br:12][C:13]1[CH:14]=[CH:15][C:16](Cl)=[N:17][CH:18]=1, predict the reaction product. The product is: [Br:12][C:13]1[CH:14]=[CH:15][C:16]([O:5][CH2:4][CH2:3][O:2][CH3:1])=[N:17][CH:18]=1. (3) Given the reactants C(=O)([O-])[O-].[K+].[K+].[F:7][C:8]1[CH:13]=[C:12]([OH:14])[CH:11]=[CH:10][C:9]=1[C:15]([CH3:19])([CH3:18])[C:16]#[N:17].Cl[CH2:21][C:22]([CH:24]1[CH2:28][CH2:27][CH2:26][CH2:25]1)=[O:23].O, predict the reaction product. The product is: [CH:24]1([C:22](=[O:23])[CH2:21][O:14][C:12]2[CH:11]=[CH:10][C:9]([C:15]([CH3:19])([CH3:18])[C:16]#[N:17])=[C:8]([F:7])[CH:13]=2)[CH2:28][CH2:27][CH2:26][CH2:25]1.